From a dataset of Full USPTO retrosynthesis dataset with 1.9M reactions from patents (1976-2016). Predict the reactants needed to synthesize the given product. (1) Given the product [CH3:6][C:7]([C:12]1[CH:17]=[CH:16][CH:15]=[CH:14][N:13]=1)([CH3:8])[CH2:1][CH:2]([OH:5])[CH2:3][OH:22], predict the reactants needed to synthesize it. The reactants are: [CH3:1][C:2]([OH:5])(C)[CH3:3].[CH3:6][C:7]([C:12]1[CH:17]=[CH:16][CH:15]=[CH:14][N:13]=1)(C)[CH2:8]C=C.C[N+]1([O-])CC[O:22]CC1.[O-]S([O-])=O.[Na+].[Na+]. (2) Given the product [CH3:1][C:2]1[CH:3]=[C:4]([C:20]([OH:22])=[O:21])[C:5]2[CH2:6][CH2:7][N:8]([CH:13]([CH2:14][CH2:15][CH3:16])[CH2:17][CH2:18][CH3:19])[C:9](=[O:12])[C:10]=2[CH:11]=1, predict the reactants needed to synthesize it. The reactants are: [CH3:1][C:2]1[CH:3]=[C:4]([C:20]([O:22]C)=[O:21])[C:5]2[CH2:6][CH2:7][N:8]([CH:13]([CH2:17][CH2:18][CH3:19])[CH2:14][CH2:15][CH3:16])[C:9](=[O:12])[C:10]=2[CH:11]=1.[OH-].[Na+]. (3) Given the product [C:2]1([N:8]2[CH:12]=[C:11]([C:13]([NH:15][CH2:16][CH2:17][NH:18][C:19]([CH:21]3[CH2:26][CH2:25][N:24]([C:39]([O:41][CH2:42][CH3:43])=[O:40])[CH2:23][CH2:22]3)=[O:20])=[O:14])[C:10]([C:27]([F:29])([F:30])[F:28])=[N:9]2)[CH:3]=[CH:4][CH:5]=[CH:6][CH:7]=1, predict the reactants needed to synthesize it. The reactants are: Cl.[C:2]1([N:8]2[CH:12]=[C:11]([C:13]([NH:15][CH2:16][CH2:17][NH:18][C:19]([CH:21]3[CH2:26][CH2:25][NH:24][CH2:23][CH2:22]3)=[O:20])=[O:14])[C:10]([C:27]([F:30])([F:29])[F:28])=[N:9]2)[CH:7]=[CH:6][CH:5]=[CH:4][CH:3]=1.C(N(CC)CC)C.Cl[C:39]([O:41][CH2:42][CH3:43])=[O:40]. (4) Given the product [CH:1]1([N:4]2[C:12]([CH3:13])=[C:11]3[C:6]([CH:7]=[CH:8][C:9]([N:14]4[CH:19]=[CH:18][C:17]([O:20][CH2:23][C:24]5[N:25]=[C:26]([C:29]([F:32])([F:31])[F:30])[S:27][CH:28]=5)=[CH:16][C:15]4=[O:21])=[CH:10]3)=[N:5]2)[CH2:2][CH2:3]1, predict the reactants needed to synthesize it. The reactants are: [CH:1]1([N:4]2[C:12]([CH3:13])=[C:11]3[C:6]([CH:7]=[CH:8][C:9]([N:14]4[CH:19]=[CH:18][C:17]([OH:20])=[CH:16][C:15]4=[O:21])=[CH:10]3)=[N:5]2)[CH2:3][CH2:2]1.Cl[CH2:23][C:24]1[N:25]=[C:26]([C:29]([F:32])([F:31])[F:30])[S:27][CH:28]=1.C(=O)([O-])[O-].[K+].[K+]. (5) Given the product [CH3:1][C:2]1[CH:15]=[C:14]([CH:13]=[CH:12][C:3]=1[O:4][CH2:5][CH:6]1[CH2:11][CH2:10][CH2:9][CH2:8][O:7]1)[NH2:16], predict the reactants needed to synthesize it. The reactants are: [CH3:1][C:2]1[CH:15]=[C:14]([N+:16]([O-])=O)[CH:13]=[CH:12][C:3]=1[O:4][CH2:5][CH:6]1[CH2:11][CH2:10][CH2:9][CH2:8][O:7]1.